From a dataset of Reaction yield outcomes from USPTO patents with 853,638 reactions. Predict the reaction yield, written as a fraction of the theoretical maximum amount of product (1.0 means a 100% yield; for example, 0.34 means a 34% yield). (1) The reactants are [CH3:1][N:2]1[CH:6]=[C:5]([C:7]2[N:16]=[CH:15][CH:14]=[C:13]3[C:8]=2[CH:9]=[C:10]([OH:17])[N:11]=[CH:12]3)[CH:4]=[N:3]1.[O:18](S(C(F)(F)F)(=O)=O)[S:19]([C:22]([F:25])([F:24])[F:23])(=O)=[O:20].C(N(CC)CC)C. The catalyst is C(Cl)Cl. The product is [F:23][C:22]([F:25])([F:24])[S:19]([O:17][C:10]1[N:11]=[CH:12][C:13]2[C:8]([CH:9]=1)=[C:7]([C:5]1[CH:4]=[N:3][N:2]([CH3:1])[CH:6]=1)[N:16]=[CH:15][CH:14]=2)(=[O:20])=[O:18]. The yield is 0.590. (2) The reactants are [F:1][C:2]([F:7])([F:6])[C:3]([OH:5])=[O:4].C(OC(=O)[NH:14][C@H:15]1[CH2:20][CH2:19][C@H:18]([NH:21][C:22]([C:24]2[CH:25]=[C:26]3[C:30](=[CH:31][CH:32]=2)[NH:29][N:28]=[CH:27]3)=[O:23])[CH2:17][CH2:16]1)(C)(C)C. No catalyst specified. The product is [F:1][C:2]([F:7])([F:6])[C:3]([OH:5])=[O:4].[NH2:14][CH:15]1[CH2:20][CH2:19][CH:18]([NH:21][C:22]([C:24]2[CH:25]=[C:26]3[C:30](=[CH:31][CH:32]=2)[NH:29][N:28]=[CH:27]3)=[O:23])[CH2:17][CH2:16]1. The yield is 0.830. (3) The reactants are [CH2:1]([O:8][C:9]1[C:13]([C:14](OCC)=[O:15])=[CH:12][N:11]([CH3:19])[N:10]=1)[C:2]1[CH:7]=[CH:6][CH:5]=[CH:4][CH:3]=1.[H-].[Li+].[Al+3].[H-].[H-].[H-].O.O.O.O.O.O.O.O.O.O.[O-]S([O-])(=O)=O.[Na+].[Na+]. The catalyst is O1CCCC1. The product is [CH2:1]([O:8][C:9]1[C:13]([CH2:14][OH:15])=[CH:12][N:11]([CH3:19])[N:10]=1)[C:2]1[CH:7]=[CH:6][CH:5]=[CH:4][CH:3]=1. The yield is 0.910. (4) The reactants are C[O:2][C:3](=[O:27])[CH:4]([Cl:26])[C:5](=[O:25])[CH2:6][C:7]([CH:20]1[CH2:24][CH2:23][CH2:22][CH2:21]1)(O)[CH2:8][CH2:9][C:10]1[CH:15]=[CH:14][C:13]([O:16][CH3:17])=[C:12]([Cl:18])[CH:11]=1.CCCC[Sn](Cl)(O[Sn](Cl)(CCCC)CCCC)CCCC. The catalyst is C1(C)C=CC=CC=1. The product is [Cl:26][C:4]1[C:3](=[O:2])[O:27][C:7]([CH2:8][CH2:9][C:10]2[CH:15]=[CH:14][C:13]([O:16][CH3:17])=[C:12]([Cl:18])[CH:11]=2)([CH:20]2[CH2:21][CH2:22][CH2:23][CH2:24]2)[CH2:6][C:5]=1[OH:25]. The yield is 0.750. (5) The reactants are Cl.[C:2]([C:4]1[CH:9]=[CH:8][C:7]([O:10][CH:11]2[CH2:16][CH2:15][NH:14][CH2:13][CH2:12]2)=[CH:6][CH:5]=1)#[N:3].C(N(C(C)C)CC)(C)C.[Cl:26][C:27]1[CH:32]=[C:31]([Cl:33])[CH:30]=[CH:29][C:28]=1[CH2:34][N:35]=[C:36]=[O:37]. The catalyst is ClCCl. The product is [Cl:26][C:27]1[CH:32]=[C:31]([Cl:33])[CH:30]=[CH:29][C:28]=1[CH2:34][NH:35][C:36]([N:14]1[CH2:15][CH2:16][CH:11]([O:10][C:7]2[CH:6]=[CH:5][C:4]([C:2]#[N:3])=[CH:9][CH:8]=2)[CH2:12][CH2:13]1)=[O:37]. The yield is 0.856. (6) The reactants are [CH3:1][N:2]1[C:10]2[C:5](=[CH:6][C:7]([OH:11])=[CH:8][CH:9]=2)[CH:4]=[N:3]1.Cl[C:13]1[N:20]=[CH:19][CH:18]=[CH:17][C:14]=1[C:15]#[N:16]. The catalyst is CS(C)=O.O. The product is [CH3:1][N:2]1[C:10]2[C:5](=[CH:6][C:7]([O:11][C:13]3[N:20]=[CH:19][CH:18]=[CH:17][C:14]=3[C:15]#[N:16])=[CH:8][CH:9]=2)[CH:4]=[N:3]1. The yield is 0.900. (7) The reactants are C(N(C(C)C)C(C)C)C.[Cl:10][C:11]1[CH:19]=[CH:18][C:14]([C:15]([OH:17])=O)=[CH:13][CH:12]=1.CN(C(ON1N=NC2C=CC=CC1=2)=[N+](C)C)C.[B-](F)(F)(F)F.[CH3:42][NH:43][C@@H:44]([CH2:51][CH2:52][CH3:53])[CH2:45][N:46]1[CH2:49][CH:48]([OH:50])[CH2:47]1. The catalyst is C(Cl)Cl. The product is [Cl:10][C:11]1[CH:12]=[CH:13][C:14]([C:15]([N:43]([C@@H:44]([CH2:51][CH2:52][CH3:53])[CH2:45][N:46]2[CH2:47][CH:48]([OH:50])[CH2:49]2)[CH3:42])=[O:17])=[CH:18][CH:19]=1. The yield is 0.810.